From a dataset of Full USPTO retrosynthesis dataset with 1.9M reactions from patents (1976-2016). Predict the reactants needed to synthesize the given product. (1) Given the product [CH3:1][C:2]1[CH:3]=[C:4]([N:9]([CH2:24][CH2:25][C:26]2[CH:31]=[CH:30][C:29]([CH3:32])=[CH:28][CH:27]=2)[C:10](=[O:11])[CH:12]([NH:36][CH:33]([CH3:35])[CH3:34])[C:13]2[CH:18]=[CH:17][CH:16]=[CH:15][CH:14]=2)[CH:5]=[CH:6][C:7]=1[CH3:8], predict the reactants needed to synthesize it. The reactants are: [CH3:1][C:2]1[CH:3]=[C:4]([N:9]([CH2:24][CH2:25][C:26]2[CH:31]=[CH:30][C:29]([CH3:32])=[CH:28][CH:27]=2)[C:10]([CH:12](OS(C)(=O)=O)[C:13]2[CH:18]=[CH:17][CH:16]=[CH:15][CH:14]=2)=[O:11])[CH:5]=[CH:6][C:7]=1[CH3:8].[CH:33]([NH2:36])([CH3:35])[CH3:34]. (2) Given the product [C:9]([O:8][C:4]1[CH:3]=[C:2]([B:13]2[O:17][C:16]([CH3:19])([CH3:18])[C:15]([CH3:21])([CH3:20])[O:14]2)[CH:7]=[CH:6][N:5]=1)([CH3:12])([CH3:11])[CH3:10], predict the reactants needed to synthesize it. The reactants are: Br[C:2]1[CH:7]=[CH:6][N:5]=[C:4]([O:8][C:9]([CH3:12])([CH3:11])[CH3:10])[CH:3]=1.[B:13]1([B:13]2[O:17][C:16]([CH3:19])([CH3:18])[C:15]([CH3:21])([CH3:20])[O:14]2)[O:17][C:16]([CH3:19])([CH3:18])[C:15]([CH3:21])([CH3:20])[O:14]1.C([O-])(=O)C.[K+].O1CCOCC1. (3) Given the product [N:19]1[CH:18]=[C:17]([C:16]2[CH:15]=[N:14][N:13]3[C:8]([N:7]([CH2:39][O:40][CH2:41][CH2:42][Si:43]([CH3:46])([CH3:45])[CH3:44])[CH2:6][O:5][CH2:4][CH2:3][Si:2]([CH3:48])([CH3:47])[CH3:1])=[CH:9][C:10]([CH:24]4[CH2:30][CH:29]5[N:31]([C:32]([O:34][C:35]([CH3:38])([CH3:37])[CH3:36])=[O:33])[CH:26]([CH2:27][CH2:28]5)[CH2:25]4)=[N:11][C:12]=23)[CH:22]=[CH:21][C:20]=1[C:54]1[CH:59]=[CH:58][CH:57]=[CH:56][N:55]=1, predict the reactants needed to synthesize it. The reactants are: [CH3:1][Si:2]([CH3:48])([CH3:47])[CH2:3][CH2:4][O:5][CH2:6][N:7]([CH2:39][O:40][CH2:41][CH2:42][Si:43]([CH3:46])([CH3:45])[CH3:44])[C:8]1[N:13]2[N:14]=[CH:15][C:16]([C:17]3[CH:18]=[N:19][C:20](Cl)=[CH:21][CH:22]=3)=[C:12]2[N:11]=[C:10]([CH:24]2[CH2:30][CH:29]3[N:31]([C:32]([O:34][C:35]([CH3:38])([CH3:37])[CH3:36])=[O:33])[CH:26]([CH2:27][CH2:28]3)[CH2:25]2)[CH:9]=1.C([Sn](CCCC)(CCCC)[C:54]1[CH:59]=[CH:58][CH:57]=[CH:56][N:55]=1)CCC. (4) The reactants are: [C:1]([O:5][C:6]([NH:8][CH2:9][C:10]1[CH:19]=[CH:18][C:13]([C:14]([O:16]C)=O)=[CH:12][CH:11]=1)=[O:7])([CH3:4])([CH3:3])[CH3:2].Cl.[Cl:21][C:22]1[CH:23]=[C:24]2[C:29](=[CH:30][CH:31]=1)[CH:28]=[C:27]([S:32]([N:35]1[CH2:40][CH2:39][NH:38][CH2:37][CH2:36]1)(=[O:34])=[O:33])[CH:26]=[CH:25]2. Given the product [C:1]([O:5][C:6]([NH:8][CH2:9][C:10]1[CH:11]=[CH:12][C:13]([C:14]([N:38]2[CH2:37][CH2:36][N:35]([S:32]([C:27]3[CH:26]=[CH:25][C:24]4[C:29](=[CH:30][CH:31]=[C:22]([Cl:21])[CH:23]=4)[CH:28]=3)(=[O:34])=[O:33])[CH2:40][CH2:39]2)=[O:16])=[CH:18][CH:19]=1)=[O:7])([CH3:2])([CH3:3])[CH3:4], predict the reactants needed to synthesize it. (5) Given the product [O:34]=[S:2]1(=[O:1])[C:6]2[CH:7]=[CH:8][CH:9]=[CH:10][C:5]=2[N:4]([C:11](=[O:33])[C:12]2[CH:17]=[C:16]([C:18]([F:19])([F:20])[F:21])[C:15]([OH:22])=[C:14]([C:24]([N:26]3[CH2:30][CH2:29][S:28](=[O:32])(=[O:31])[CH2:27]3)=[O:25])[CH:13]=2)[CH2:3]1, predict the reactants needed to synthesize it. The reactants are: [O:1]=[S:2]1(=[O:34])[C:6]2[CH:7]=[CH:8][CH:9]=[CH:10][C:5]=2[N:4]([C:11](=[O:33])[C:12]2[CH:17]=[C:16]([C:18]([F:21])([F:20])[F:19])[C:15]([O:22]C)=[C:14]([C:24]([N:26]3[CH2:30][CH2:29][S:28](=[O:32])(=[O:31])[CH2:27]3)=[O:25])[CH:13]=2)[CH2:3]1.[Cl-].[Li+].Cl. (6) Given the product [CH2:16]([C:12]1([CH2:27][CH:26]=[CH2:25])[C:11]2[CH:10]=[CH:9][CH:8]=[CH:7][C:6]=2[C:5]2[C:13]1=[CH:1][CH:2]=[CH:3][CH:4]=2)[CH:15]=[CH2:18], predict the reactants needed to synthesize it. The reactants are: [CH:1]1[C:13]2[CH2:12][C:11]3[C:6](=[CH:7][CH:8]=[CH:9][CH:10]=3)[C:5]=2[CH:4]=[CH:3][CH:2]=1.C[C:15]([CH3:18])([O-])[CH3:16].[K+].CN(C)C=O.[CH2:25](Cl)[CH:26]=[CH2:27]. (7) The reactants are: [CH2:1]([O:8][C:9]1[C:10]([O:19][CH3:20])=[C:11]2[C:16](=[CH:17][CH:18]=1)[CH2:15][NH:14][CH2:13][CH2:12]2)[C:2]1[CH:7]=[CH:6][CH:5]=[CH:4][CH:3]=1.[C:21]([O:25][C:26](O[C:26]([O:25][C:21]([CH3:24])([CH3:23])[CH3:22])=[O:27])=[O:27])([CH3:24])([CH3:23])[CH3:22].O. Given the product [C:21]([O:25][C:26]([N:14]1[CH2:13][CH2:12][C:11]2[C:16](=[CH:17][CH:18]=[C:9]([O:8][CH2:1][C:2]3[CH:3]=[CH:4][CH:5]=[CH:6][CH:7]=3)[C:10]=2[O:19][CH3:20])[CH2:15]1)=[O:27])([CH3:24])([CH3:23])[CH3:22], predict the reactants needed to synthesize it. (8) Given the product [CH2:1]([O:3][C:4]([N:6]1[CH2:11][CH2:10][N:9]([C:12]([CH:14]([NH2:21])[CH2:15][C:16]2[N:17]=[CH:18][NH:19][CH:20]=2)=[O:13])[CH2:8][CH2:7]1)=[O:5])[CH3:2], predict the reactants needed to synthesize it. The reactants are: [CH2:1]([O:3][C:4]([N:6]1[CH2:11][CH2:10][N:9]([C:12]([CH:14]([NH:21]C(OC(C)(C)C)=O)[CH2:15][C:16]2[N:17]=[CH:18][NH:19][CH:20]=2)=[O:13])[CH2:8][CH2:7]1)=[O:5])[CH3:2].FC(F)(F)C(O)=O.C(Cl)Cl. (9) Given the product [C:23]1([C:2]2[C:11]3[C:6](=[C:7]([C:12]([F:15])([F:14])[F:13])[CH:8]=[CH:9][CH:10]=3)[N:5]=[CH:4][C:3]=2[S:16][C:17]2[CH:22]=[CH:21][CH:20]=[CH:19][CH:18]=2)[CH:28]=[CH:27][CH:26]=[CH:25][CH:24]=1, predict the reactants needed to synthesize it. The reactants are: Br[C:2]1[C:11]2[C:6](=[C:7]([C:12]([F:15])([F:14])[F:13])[CH:8]=[CH:9][CH:10]=2)[N:5]=[CH:4][C:3]=1[S:16][C:17]1[CH:22]=[CH:21][CH:20]=[CH:19][CH:18]=1.[C:23]1(SC2C=N[C:23]3[C:28](C=2O)=[CH:27][CH:26]=[CH:25][C:24]=3C(F)(F)F)[CH:28]=[CH:27][CH:26]=[CH:25][CH:24]=1. (10) Given the product [C:53]([C:51]1[N:52]=[C:48]([NH:47][C:45]([C:43]2[CH:42]=[CH:41][N:21]3[C:22](=[O:40])[C:23](/[CH:24]=[CH:25]/[C:26]4[N:30]([CH2:31][C:32]5[CH:37]=[CH:36][C:35]([O:38][CH3:39])=[CH:34][CH:33]=5)[N:29]=[N:28][N:27]=4)=[C:18]([N:15]4[CH2:14][CH2:13][N:12]([C:10](=[O:11])[CH2:9][CH2:8][NH2:7])[CH2:17][CH2:16]4)[N:19]=[C:20]3[CH:44]=2)=[O:46])[S:49][CH:50]=1)([CH3:56])([CH3:54])[CH3:55], predict the reactants needed to synthesize it. The reactants are: C(OC(=O)[NH:7][CH2:8][CH2:9][C:10]([N:12]1[CH2:17][CH2:16][N:15]([C:18]2[N:19]=[C:20]3[CH:44]=[C:43]([C:45]([NH:47][C:48]4[S:49][CH:50]=[C:51]([C:53]([CH3:56])([CH3:55])[CH3:54])[N:52]=4)=[O:46])[CH:42]=[CH:41][N:21]3[C:22](=[O:40])[C:23]=2/[CH:24]=[CH:25]/[C:26]2[N:30]([CH2:31][C:32]3[CH:37]=[CH:36][C:35]([O:38][CH3:39])=[CH:34][CH:33]=3)[N:29]=[N:28][N:27]=2)[CH2:14][CH2:13]1)=[O:11])(C)(C)C.